Task: Predict the reactants needed to synthesize the given product.. Dataset: Full USPTO retrosynthesis dataset with 1.9M reactions from patents (1976-2016) (1) The reactants are: [F:1][C:2]1[C:7]([F:8])=[CH:6][C:5]([N+:9]([O-:11])=[O:10])=[C:4](F)[N:3]=1.[F:13][C:14]1[C:15]([CH2:21][NH2:22])=[N:16][CH:17]=[C:18]([F:20])[CH:19]=1. Given the product [F:13][C:14]1[C:15]([CH2:21][NH:22][C:4]2[C:5]([N+:9]([O-:11])=[O:10])=[CH:6][C:7]([F:8])=[C:2]([F:1])[N:3]=2)=[N:16][CH:17]=[C:18]([F:20])[CH:19]=1, predict the reactants needed to synthesize it. (2) Given the product [Cl:65][C:51]1[C:52]([NH:54][C:55]2[CH:64]=[CH:63][CH:62]=[CH:61][C:56]=2[C:57]([NH:59][CH3:60])=[O:58])=[CH:53][C:48]([NH:72][C:71]2[N:67]([CH3:66])[N:68]=[C:69]([C:73]3[CH:78]=[CH:77][CH:76]=[CH:75][CH:74]=3)[CH:70]=2)=[N:49][CH:50]=1, predict the reactants needed to synthesize it. The reactants are: C1(P(C2C=CC=CC=2)C2C=CC3C(=CC=CC=3)C=2C2C3C(=CC=CC=3)C=CC=2P(C2C=CC=CC=2)C2C=CC=CC=2)C=CC=CC=1.Cl[C:48]1[CH:53]=[C:52]([NH:54][C:55]2[CH:64]=[CH:63][CH:62]=[CH:61][C:56]=2[C:57]([NH:59][CH3:60])=[O:58])[C:51]([Cl:65])=[CH:50][N:49]=1.[CH3:66][N:67]1[C:71]([NH2:72])=[CH:70][C:69]([C:73]2[CH:78]=[CH:77][CH:76]=[CH:75][CH:74]=2)=[N:68]1.C(=O)([O-])[O-].[Cs+].[Cs+]. (3) Given the product [F:12][C:9]1[CH:10]=[CH:11][C:6]([CH2:5][CH2:4][NH:2][CH3:1])=[C:7]([N+:13]([O-:15])=[O:14])[CH:8]=1, predict the reactants needed to synthesize it. The reactants are: [CH3:1][NH2:2].Br[CH2:4][CH2:5][C:6]1[CH:11]=[CH:10][C:9]([F:12])=[CH:8][C:7]=1[N+:13]([O-:15])=[O:14]. (4) Given the product [N:1]1([CH:7]2[CH2:12][CH2:11][CH:10]([N:13]3[C:18](=[O:19])[C:17]([CH2:20][C:21]4[CH:26]=[CH:25][C:24]([C:27]5[CH:32]=[CH:31][CH:30]=[CH:29][C:28]=5[C:33]5[NH:53][N:52]=[N:51][N:34]=5)=[CH:23][CH:22]=4)=[C:16]([CH2:35][CH2:36][CH3:37])[N:15]4[N:38]=[CH:39][N:40]=[C:14]34)[CH2:9][CH2:8]2)[CH2:6][CH2:5][O:4][CH2:3][CH2:2]1, predict the reactants needed to synthesize it. The reactants are: [N:1]1([CH:7]2[CH2:12][CH2:11][CH:10]([N:13]3[C:18](=[O:19])[C:17]([CH2:20][C:21]4[CH:26]=[CH:25][C:24]([C:27]5[C:28]([C:33]#[N:34])=[CH:29][CH:30]=[CH:31][CH:32]=5)=[CH:23][CH:22]=4)=[C:16]([CH2:35][CH2:36][CH3:37])[N:15]4[N:38]=[CH:39][N:40]=[C:14]34)[CH2:9][CH2:8]2)[CH2:6][CH2:5][O:4][CH2:3][CH2:2]1.C([Sn](=O)CCCC)CCC.[N:51]([Si](C)(C)C)=[N+:52]=[N-:53].C1(C)C=CC=CC=1.